This data is from Forward reaction prediction with 1.9M reactions from USPTO patents (1976-2016). The task is: Predict the product of the given reaction. (1) Given the reactants O.C1(C)C=CC(C([C@](C(O)=O)(O)[C@](C(C2C=CC(C)=CC=2)=O)(O)C(O)=O)=O)=CC=1.[CH2:30]([N:33]1[C:37]([CH2:38][S@@:39]([C:41]2[CH:47]=[CH:46][C:44]([NH2:45])=[CH:43][CH:42]=2)=[O:40])=[CH:36][N:35]=[CH:34]1)[CH2:31][CH3:32], predict the reaction product. The product is: [CH2:30]([N:33]1[C:37]([CH2:38][S:39]([C:41]2[CH:42]=[CH:43][C:44]([NH2:45])=[CH:46][CH:47]=2)=[O:40])=[CH:36][N:35]=[CH:34]1)[CH2:31][CH3:32]. (2) Given the reactants [N+:1]([C:4]1[CH:9]=[CH:8][C:7]([N:10]2[CH2:15][CH2:14][S:13][CH2:12][CH2:11]2)=[CH:6][CH:5]=1)([O-])=O.O.C(N(CC)CC)C, predict the reaction product. The product is: [N:10]1([C:7]2[CH:6]=[CH:5][C:4]([NH2:1])=[CH:9][CH:8]=2)[CH2:11][CH2:12][S:13][CH2:14][CH2:15]1. (3) Given the reactants [C:1](O)(=O)[CH2:2]CCCCCCCCCCCCCC.C(O)(=O)CCCCCCCCCCCCCCCCC.C(O)(=O)CCCCCCC/C=C\CCCCCCCC.C(O)(=O)CCCCCCC/C=C\C/C=C\CCCCC.C(O)(=O)CCCC/C=C\C/C=C\C/C=C\CCCCC.[CH3:99][CH2:100][CH2:101][CH2:102][CH2:103]/[CH:104]=[CH:105]\[CH2:106]/[CH:107]=[CH:108]\[CH2:109]/[CH:110]=[CH:111]\[CH2:112][CH2:113][CH2:114][CH2:115][CH2:116][CH2:117][C:118]([OH:120])=[O:119].C(O)(=O)CCC/C=C\C/C=C\C/C=C\C/C=C\CCCCC, predict the reaction product. The product is: [CH2:1]([O:119][C:118](=[O:120])[CH2:117][CH2:116][CH2:115]/[CH:114]=[CH:113]\[CH2:112]/[CH:111]=[CH:110]\[CH2:109]/[CH:108]=[CH:107]\[CH2:106]/[CH:105]=[CH:104]\[CH2:103][CH2:102][CH2:101][CH2:100][CH3:99])[CH3:2]. (4) Given the reactants [CH3:1][N:2]1[CH2:6][CH2:5][CH2:4][C@H:3]1[C:7]([OH:9])=O.CCN(C(C)C)C(C)C.CN(C(ON1N=NC2C=CC=CC1=2)=[N+](C)C)C.F[P-](F)(F)(F)(F)F.[CH3:43][N:44]1[C:52]2[CH:51]=[C:50]([C:53]3[CH:58]=[CH:57][C:56]([O:59][CH2:60][CH2:61][NH:62][CH3:63])=[C:55]([C:64]([F:67])([F:66])[F:65])[CH:54]=3)[N:49]=[C:48]([C:68]#[N:69])[C:47]=2[N:46]=[CH:45]1, predict the reaction product. The product is: [C:68]([C:48]1[C:47]2[N:46]=[CH:45][N:44]([CH3:43])[C:52]=2[CH:51]=[C:50]([C:53]2[CH:58]=[CH:57][C:56]([O:59][CH2:60][CH2:61][N:62]([CH3:63])[C:7]([C@@H:3]3[CH2:4][CH2:5][CH2:6][N:2]3[CH3:1])=[O:9])=[C:55]([C:64]([F:67])([F:65])[F:66])[CH:54]=2)[N:49]=1)#[N:69]. (5) Given the reactants [CH:1]([O:4][C:5]1[CH:10]=[CH:9][C:8]([C:11](=[O:13])[CH3:12])=[CH:7][CH:6]=1)([CH3:3])[CH3:2].[H-].[Na+].[C:16](=O)([O:19]C)[O:17][CH3:18], predict the reaction product. The product is: [CH:1]([O:4][C:5]1[CH:6]=[CH:7][C:8]([C:11](=[O:13])[CH2:12][C:16]([O:17][CH3:18])=[O:19])=[CH:9][CH:10]=1)([CH3:3])[CH3:2]. (6) The product is: [CH2:28]([N:14]([CH2:11][CH2:12][CH3:13])[C:15]([C:17]1[CH:18]=[C:19]([CH:24]=[C:25]([C:2]2[O:1][CH:5]=[CH:4][N:3]=2)[CH:26]=1)[C:20]([O:22][CH3:23])=[O:21])=[O:16])[CH2:29][CH3:30]. Given the reactants [O:1]1[CH:5]=[CH:4][N:3]=[CH:2]1.C([Li])CCC.[CH2:11]([N:14]([CH2:28][CH2:29][CH3:30])[C:15]([C:17]1[CH:18]=[C:19]([CH:24]=[C:25](I)[CH:26]=1)[C:20]([O:22][CH3:23])=[O:21])=[O:16])[CH2:12][CH3:13], predict the reaction product. (7) Given the reactants [S:1]1C2C=CC(C(C3C4C(=C(CSC)C=CC=4)NC=3)(C3CC3)C)=CC=2[CH:3]=[CH:2]1.Cl[C:28]1[CH:33]=[CH:32][C:31]([C:34]([C:39]2[C:47]3[C:42](=[C:43]([CH2:48][S:49]([CH3:52])(=[O:51])=[O:50])[CH:44]=[CH:45][CH:46]=3)[NH:41][CH:40]=2)([CH:36]2[CH2:38][CH2:37]2)[CH3:35])=[CH:30][CH:29]=1, predict the reaction product. The product is: [S:1]1[C:28]2[CH:29]=[CH:30][C:31]([C:34]([C:39]3[C:47]4[C:42](=[C:43]([CH2:48][S:49]([CH3:52])(=[O:51])=[O:50])[CH:44]=[CH:45][CH:46]=4)[NH:41][CH:40]=3)([CH:36]3[CH2:37][CH2:38]3)[CH3:35])=[CH:32][C:33]=2[CH:3]=[CH:2]1. (8) Given the reactants [O:1]1[C:6]2[CH:7]=[CH:8][C:9]([C:11]3[N:16]4[N:17]=[C:18]([NH:20][C:21](=[O:24])[CH:22]=[CH2:23])[N:19]=[C:15]4[CH:14]=[CH:13][CH:12]=3)=[CH:10][C:5]=2[O:4][CH2:3][CH2:2]1.C[N:26]1[CH2:31]C[NH:29][CH2:28][CH2:27]1, predict the reaction product. The product is: [O:1]1[C:6]2[CH:7]=[CH:8][C:9]([C:11]3[N:16]4[N:17]=[C:18]([NH:20][C:21](=[O:24])[CH2:22][CH2:23][N:26]5[CH:27]=[CH:28][N:29]=[CH:31]5)[N:19]=[C:15]4[CH:14]=[CH:13][CH:12]=3)=[CH:10][C:5]=2[O:4][CH2:3][CH2:2]1. (9) Given the reactants Br[C:2]1[C:10]2[C:5](=[N:6][CH:7]=[CH:8][C:9]=2[O:11][C:12]2[C:17]([F:18])=[CH:16][C:15]([NH:19][C:20](=[O:22])[CH3:21])=[CH:14][C:13]=2[F:23])[N:4]([S:24]([C:27]2[CH:32]=[CH:31][C:30]([CH3:33])=[CH:29][CH:28]=2)(=[O:26])=[O:25])[CH:3]=1.[CH:34]1(B(O)O)[CH2:36][CH2:35]1.C1(P(C2CCCCC2)C2CCCCC2)CCCCC1.P([O-])([O-])([O-])=O.[K+].[K+].[K+], predict the reaction product. The product is: [CH:34]1([C:2]2[C:10]3[C:5](=[N:6][CH:7]=[CH:8][C:9]=3[O:11][C:12]3[C:17]([F:18])=[CH:16][C:15]([NH:19][C:20](=[O:22])[CH3:21])=[CH:14][C:13]=3[F:23])[N:4]([S:24]([C:27]3[CH:32]=[CH:31][C:30]([CH3:33])=[CH:29][CH:28]=3)(=[O:26])=[O:25])[CH:3]=2)[CH2:36][CH2:35]1.